This data is from Full USPTO retrosynthesis dataset with 1.9M reactions from patents (1976-2016). The task is: Predict the reactants needed to synthesize the given product. (1) Given the product [OH:10][C@@H:11]1[CH2:15][CH2:14][N:13]([C:2]2[CH:9]=[CH:8][C:5]([CH:6]=[O:7])=[CH:4][CH:3]=2)[CH2:12]1, predict the reactants needed to synthesize it. The reactants are: Br[C:2]1[CH:9]=[CH:8][C:5]([CH:6]=[O:7])=[CH:4][CH:3]=1.[OH:10][C@@H:11]1[CH2:15][CH2:14][NH:13][CH2:12]1. (2) The reactants are: Br[C:2]1[CH:3]=[C:4]2[C:8](=[CH:9][CH:10]=1)[N:7]([CH:11]1[CH2:16][CH2:15][CH2:14][CH2:13][O:12]1)[N:6]=[CH:5]2.C(N(CC)CC)C.[CH2:24]([OH:28])[CH2:25][C:26]#[CH:27]. Given the product [O:12]1[CH2:13][CH2:14][CH2:15][CH2:16][CH:11]1[N:7]1[C:8]2[C:4](=[CH:3][C:2]([C:27]#[C:26][CH2:25][CH2:24][OH:28])=[CH:10][CH:9]=2)[CH:5]=[N:6]1, predict the reactants needed to synthesize it. (3) Given the product [OH:7][C:8]1[C:12]([C:13]#[N:14])=[C:11]([NH:15][C:16]2[CH:17]=[CH:18][C:19]([CH:1]=[CH:3][C:4]3[CH:20]=[CH:21][CH:16]=[CH:17][CH:18]=3)=[CH:20][CH:21]=2)[S:10][N:9]=1, predict the reactants needed to synthesize it. The reactants are: [C:1]([CH2:3][C:4](N)=O)#N.[OH:7][C:8]1[C:12]([C:13]#[N:14])=[C:11]([NH:15][C:16]2[CH:21]=[CH:20][CH:19]=[CH:18][CH:17]=2)[S:10][N:9]=1. (4) Given the product [CH3:1][O:2][C:3]1[CH:4]=[C:5]2[C:10](=[CH:11][CH:12]=1)[CH2:9][CH:8]([CH2:13][N:14]1[CH2:18][CH2:17][CH2:16][CH2:15]1)[CH2:7][CH2:6]2, predict the reactants needed to synthesize it. The reactants are: [CH3:1][O:2][C:3]1[CH:4]=[C:5]2[C:10](=[CH:11][CH:12]=1)[CH:9]=[C:8]([CH2:13][N:14]1[CH2:18][CH2:17][CH2:16][CH2:15]1)[CH2:7][CH2:6]2.Cl. (5) Given the product [CH:6]([O:5][C:3](=[O:4])[CH:2]=[CH:40][C:39]1[CH:38]=[CH:37][C:36]([N:35]([C:44]2[CH:49]=[CH:48][CH:47]=[CH:46][CH:45]=2)[C:29]2[CH:34]=[CH:33][CH:32]=[CH:31][CH:30]=2)=[CH:43][CH:42]=1)=[CH2:7], predict the reactants needed to synthesize it. The reactants are: I[CH2:2][C:3]([O:5][CH:6]=[CH2:7])=[O:4].C1(P(C2C=CC=CC=2)C2C=CC=CC=2)C=CC=CC=1.[H-].[Na+].[C:29]1([N:35]([C:44]2[CH:49]=[CH:48][CH:47]=[CH:46][CH:45]=2)[C:36]2[CH:43]=[CH:42][C:39]([CH:40]=O)=[CH:38][CH:37]=2)[CH:34]=[CH:33][CH:32]=[CH:31][CH:30]=1.